From a dataset of Full USPTO retrosynthesis dataset with 1.9M reactions from patents (1976-2016). Predict the reactants needed to synthesize the given product. (1) Given the product [CH2:19]([O:18][C:16]([N:13]([CH2:12][C:7]1[CH:6]=[C:5]([CH:10]=[CH:9][C:8]=1[Br:11])[C:4]([OH:26])=[O:3])[CH2:14][CH3:15])=[O:17])[C:20]1[CH:25]=[CH:24][CH:23]=[CH:22][CH:21]=1, predict the reactants needed to synthesize it. The reactants are: C([O:3][C:4](=[O:26])[C:5]1[CH:10]=[CH:9][C:8]([Br:11])=[C:7]([CH2:12][N:13]([C:16]([O:18][CH2:19][C:20]2[CH:25]=[CH:24][CH:23]=[CH:22][CH:21]=2)=[O:17])[CH2:14][CH3:15])[CH:6]=1)C.[Li+].[OH-]. (2) Given the product [F:42][C:40]1[CH:41]=[C:36]([C:35]2[N:31]([C:26]3[CH:25]=[CH:24][C:29]([F:30])=[CH:28][CH:27]=3)[N:32]=[C:33]([C:44]([N:46]3[CH2:50][C:49](=[O:51])[NH:48][CH2:47]3)=[O:45])[CH:34]=2)[CH:37]=[CH:38][CH:39]=1, predict the reactants needed to synthesize it. The reactants are: FC1C=C(C2N(C3C=CC(F)=CC=3)N=C(C(O)=O)C=2)C=CC=1.Cl[C:24]1[CH:25]=[C:26]([N:31]2[C:35]([C:36]3[CH:41]=[C:40]([F:42])[CH:39]=[C:38](Cl)[CH:37]=3)=[CH:34][C:33]([C:44]([N:46]3[CH2:50][C:49](=[O:51])[NH:48][CH2:47]3)=[O:45])=[N:32]2)[CH:27]=[CH:28][C:29]=1[F:30]. (3) Given the product [Br:24][CH2:20][CH2:27][C@@H:28]1[CH2:33][N:32]([C:34]([O:36][CH2:37][C:38]2[CH:39]=[CH:40][CH:41]=[CH:42][CH:43]=2)=[O:35])[CH2:31][CH2:30][N:29]1[C:44]([O:46][C:47]([CH3:48])([CH3:50])[CH3:49])=[O:45], predict the reactants needed to synthesize it. The reactants are: C1(P(C2C=CC=CC=2)C2C=CC=CC=2)C=CC=CC=1.[C:20]([Br:24])(Br)(Br)Br.OC[CH2:27][C@@H:28]1[CH2:33][N:32]([C:34]([O:36][CH2:37][C:38]2[CH:43]=[CH:42][CH:41]=[CH:40][CH:39]=2)=[O:35])[CH2:31][CH2:30][N:29]1[C:44]([O:46][C:47]([CH3:50])([CH3:49])[CH3:48])=[O:45].C1COCC1. (4) Given the product [F:16][C:5]1[CH:6]=[CH:7][CH:8]=[C:9]([C:10]2[N:11]=[CH:12][CH:13]=[CH:14][N:15]=2)[C:4]=1[C:3]([OH:17])=[O:2], predict the reactants needed to synthesize it. The reactants are: C[O:2][C:3](=[O:17])[C:4]1[C:9]([C:10]2[N:15]=[CH:14][CH:13]=[CH:12][N:11]=2)=[CH:8][CH:7]=[CH:6][C:5]=1[F:16].[OH-].[Na+]. (5) The reactants are: [CH2:1]([O:3][C:4](=[O:16])[C:5]([O:8][C:9]1[CH:14]=[CH:13][CH:12]=[C:11]([NH2:15])[CH:10]=1)([CH3:7])[CH3:6])[CH3:2].Cl[CH2:18][CH2:19]Cl.[C:21](O)(=O)C.C(O[BH-](OC(=O)C)OC(=O)C)(=O)C.[Na+]. Given the product [CH2:1]([O:3][C:4](=[O:16])[C:5]([O:8][C:9]1[CH:14]=[CH:13][CH:12]=[C:11]([NH:15][CH:18]([CH3:19])[CH3:21])[CH:10]=1)([CH3:7])[CH3:6])[CH3:2], predict the reactants needed to synthesize it. (6) Given the product [Br:19][C:2]1[CH:11]=[C:10]2[C:5]([C:6]([C:13]3[CH:14]=[N:15][CH:16]=[CH:17][CH:18]=3)=[CH:7][C:8](=[O:12])[O:9]2)=[CH:4][CH:3]=1, predict the reactants needed to synthesize it. The reactants are: O[C:2]1[CH:11]=[C:10]2[C:5]([C:6]([C:13]3[CH:14]=[N:15][CH:16]=[CH:17][CH:18]=3)=[CH:7][C:8](=[O:12])[O:9]2)=[CH:4][CH:3]=1.[Br-:19].[Br-].C1(P(C2C=CC=CC=2)C2C=CC=CC=2)C=CC=CC=1. (7) Given the product [F:38][C:36]1[CH:37]=[C:32]([NH:31][C:24]2[C:23]([C:18]3[N:19]=[C:20]([CH3:22])[N:21]=[C:16]([N:15]([CH2:41][C:42]4[CH:43]=[CH:44][C:45]([O:48][CH3:49])=[CH:46][CH:47]=4)[CH2:14][C:13]4[CH:12]=[CH:11][C:10]([O:9][CH3:8])=[CH:51][CH:50]=4)[N:17]=3)=[CH:30][C:27]([CH2:28][N:3]3[CH2:4][CH2:5][O:6][CH2:7][C@@H:2]3[CH3:1])=[CH:26][N:25]=2)[CH:33]=[N:34][C:35]=1[O:39][CH3:40], predict the reactants needed to synthesize it. The reactants are: [CH3:1][C@H:2]1[CH2:7][O:6][CH2:5][CH2:4][NH:3]1.[CH3:8][O:9][C:10]1[CH:51]=[CH:50][C:13]([CH2:14][N:15]([CH2:41][C:42]2[CH:47]=[CH:46][C:45]([O:48][CH3:49])=[CH:44][CH:43]=2)[C:16]2[N:21]=[C:20]([CH3:22])[N:19]=[C:18]([C:23]3[C:24]([NH:31][C:32]4[CH:33]=[N:34][C:35]([O:39][CH3:40])=[C:36]([F:38])[CH:37]=4)=[N:25][CH:26]=[C:27]([CH:30]=3)[CH:28]=O)[N:17]=2)=[CH:12][CH:11]=1.C([BH3-])#N.[Na+].